This data is from Full USPTO retrosynthesis dataset with 1.9M reactions from patents (1976-2016). The task is: Predict the reactants needed to synthesize the given product. Given the product [OH:11][C:12]1([C:2]2[S:1][CH:5]=[CH:4][N:3]=2)[CH2:15][C:14]2([CH2:20][CH2:19][CH:18]([C:21]([O:23][CH2:24][CH3:25])=[O:22])[CH2:17][CH2:16]2)[CH2:13]1, predict the reactants needed to synthesize it. The reactants are: [S:1]1[CH:5]=[CH:4][N:3]=[CH:2]1.C([Mg]Cl)(C)C.[O:11]=[C:12]1[CH2:15][C:14]2([CH2:20][CH2:19][CH:18]([C:21]([O:23][CH2:24][CH3:25])=[O:22])[CH2:17][CH2:16]2)[CH2:13]1.